This data is from Full USPTO retrosynthesis dataset with 1.9M reactions from patents (1976-2016). The task is: Predict the reactants needed to synthesize the given product. (1) Given the product [C:18]([O:22][C:23]([N:25]1[CH2:29][CH2:28][C@H:27]([O:30][C:31]2[CH:36]=[CH:35][C:34]([NH:37][C:15]([C:4]3[N:3]([CH2:1][CH3:2])[C:11]4[C:6]([CH:5]=3)=[C:7]([O:12][CH2:13][CH3:14])[CH:8]=[CH:9][CH:10]=4)=[O:17])=[CH:33][CH:32]=2)[CH2:26]1)=[O:24])([CH3:21])([CH3:19])[CH3:20], predict the reactants needed to synthesize it. The reactants are: [CH2:1]([N:3]1[C:11]2[C:6](=[C:7]([O:12][CH2:13][CH3:14])[CH:8]=[CH:9][CH:10]=2)[CH:5]=[C:4]1[C:15]([OH:17])=O)[CH3:2].[C:18]([O:22][C:23]([N:25]1[CH2:29][CH2:28][C@H:27]([O:30][C:31]2[CH:36]=[CH:35][C:34]([NH2:37])=[CH:33][CH:32]=2)[CH2:26]1)=[O:24])([CH3:21])([CH3:20])[CH3:19]. (2) Given the product [C:23]([O:22][C:20]([N:17]1[CH2:16][CH2:15][N:14]([C:9]2[CH:8]=[CH:7][C:6]3[C:11](=[CH:12][CH:13]=[C:4]([C:1]([CH3:2])=[C:28]([C:27]#[N:31])[C:29]#[N:30])[CH:5]=3)[CH:10]=2)[CH2:19][CH2:18]1)=[O:21])([CH3:24])([CH3:25])[CH3:26], predict the reactants needed to synthesize it. The reactants are: [C:1]([C:4]1[CH:5]=[C:6]2[C:11](=[CH:12][CH:13]=1)[CH:10]=[C:9]([N:14]1[CH2:19][CH2:18][N:17]([C:20]([O:22][C:23]([CH3:26])([CH3:25])[CH3:24])=[O:21])[CH2:16][CH2:15]1)[CH:8]=[CH:7]2)(=O)[CH3:2].[C:27](#[N:31])[CH2:28][C:29]#[N:30]. (3) Given the product [Cl:22][C:19]1[S:18][C:17]([C:15]([NH:14][CH2:13][CH:11]2[O:10][N:9]=[C:8]([C:5]3[CH:6]=[CH:7][C:2]([N:25]4[CH:26]=[CH:27][CH:28]=[CH:29][C:24]4=[O:23])=[CH:3][CH:4]=3)[CH2:12]2)=[O:16])=[CH:21][CH:20]=1, predict the reactants needed to synthesize it. The reactants are: Br[C:2]1[CH:7]=[CH:6][C:5]([C:8]2[CH2:12][CH:11]([CH2:13][NH:14][C:15]([C:17]3[S:18][C:19]([Cl:22])=[CH:20][CH:21]=3)=[O:16])[O:10][N:9]=2)=[CH:4][CH:3]=1.[OH:23][C:24]1[CH:29]=[CH:28][CH:27]=[CH:26][N:25]=1.CNCCNC.[O-]P([O-])([O-])=O.[K+].[K+].[K+].[Br-]. (4) Given the product [C:11]12([OH:22])[CH2:19][CH:15]([C:16]1([CH3:18])[CH3:17])[CH2:14][CH2:13][C:12]2([OH:21])[CH3:20].[C:23]([O:27][C:28]([C:30]1[CH:31]=[C:32]([B:8]([O-:10])[O-:9])[CH:33]=[CH:34][CH:35]=1)=[O:29])([CH3:24])([CH3:25])[CH3:26], predict the reactants needed to synthesize it. The reactants are: C1(C[B:8]([OH:10])[OH:9])C=CC=CC=1.[C:11]12([OH:22])[CH2:19][CH:15]([C:16]1([CH3:18])[CH3:17])[CH2:14][CH2:13][C:12]2([OH:21])[CH3:20].[C:23]([O:27][C:28]([C:30]1[CH:31]=[C:32](CB(O)O)[CH:33]=[CH:34][CH:35]=1)=[O:29])([CH3:26])([CH3:25])[CH3:24].C12(O)CC(C1(C)C)CCC2(O)C. (5) Given the product [CH2:1]([O:8][CH2:9][CH:10]1[CH2:19][CH2:18][CH2:17][CH2:16][C:11]1=[O:12])[C:2]1[CH:7]=[CH:6][CH:5]=[CH:4][CH:3]=1, predict the reactants needed to synthesize it. The reactants are: [CH2:1]([O:8][CH2:9][CH:10]1[CH2:19][CH2:18][CH2:17][CH2:16][C:11]21OCC[O:12]2)[C:2]1[CH:7]=[CH:6][CH:5]=[CH:4][CH:3]=1.Cl.C(=O)([O-])[O-].[Na+].[Na+]. (6) Given the product [F:9][C:10]1[CH:16]=[CH:15][C:13]([NH:14][C:1]([C:3]2[CH:4]=[N:5][CH:6]=[CH:7][CH:8]=2)=[NH:2])=[CH:12][CH:11]=1, predict the reactants needed to synthesize it. The reactants are: [C:1]([C:3]1[CH:4]=[N:5][CH:6]=[CH:7][CH:8]=1)#[N:2].[F:9][C:10]1[CH:16]=[CH:15][C:13]([NH2:14])=[CH:12][CH:11]=1. (7) The reactants are: [NH:1]1[CH:5]=[CH:4][N:3]=[C:2]1[CH2:6][N:7]([CH2:14][C:15]1[CH:23]=[CH:22][C:18]([C:19]([OH:21])=O)=[CH:17][CH:16]=1)[CH2:8][C:9]1[NH:10][CH:11]=[CH:12][N:13]=1.C1CCC(N=C=NC2CCCCC2)CC1.C1C=CC2N(O)N=NC=2C=1.[CH2:49]([N:52]([CH2:61][CH2:62][CH3:63])[CH2:53][CH2:54][N:55]1[CH2:60][CH2:59][NH:58][CH2:57][CH2:56]1)[CH2:50][CH3:51]. Given the product [NH:13]1[CH:12]=[CH:11][N:10]=[C:9]1[CH2:8][N:7]([CH2:14][C:15]1[CH:16]=[CH:17][C:18]([C:19]([CH:56]2[CH2:57][NH:58][CH2:59][CH2:60][N:55]2[CH2:54][CH2:53][N:52]([CH2:61][CH2:62][CH3:63])[CH2:49][CH2:50][CH3:51])=[O:21])=[CH:22][CH:23]=1)[CH2:6][C:2]1[NH:1][CH:5]=[CH:4][N:3]=1, predict the reactants needed to synthesize it.